From a dataset of Reaction yield outcomes from USPTO patents with 853,638 reactions. Predict the reaction yield, written as a fraction of the theoretical maximum amount of product (1.0 means a 100% yield; for example, 0.34 means a 34% yield). (1) The catalyst is CC(O)(C)C.C(O)C.C(O)(=O)C.[Zn]. The yield is 0.750. The reactants are [Br-].[Br-].[Br-].[NH+]1C=CC=CC=1.[NH+]1C=CC=CC=1.[NH+]1C=CC=CC=1.[N:22]1[CH:27]=[C:26]([C:28]2[CH:36]=[CH:35][CH:34]=[C:33]3[C:29]=2[CH:30]=[CH:31][NH:32]3)[CH:25]=[N:24][CH:23]=1.[OH2:37]. The product is [N:24]1[CH:25]=[C:26]([C:28]2[CH:36]=[CH:35][CH:34]=[C:33]3[C:29]=2[CH2:30][C:31](=[O:37])[NH:32]3)[CH:27]=[N:22][CH:23]=1. (2) The reactants are [CH3:1][O:2][C:3]([C:5]1[S:6][C:7]([C:11]2[CH:16]=[CH:15][CH:14]=[CH:13][CH:12]=2)=[CH:8][C:9]=1Br)=[O:4].[CH3:17][N:18]([CH3:20])[NH2:19].C(=O)([O-])[O-].[Cs+].[Cs+].C1C=CC(P(C2C(C3C(P(C4C=CC=CC=4)C4C=CC=CC=4)=CC=C4C=3C=CC=C4)=C3C(C=CC=C3)=CC=2)C2C=CC=CC=2)=CC=1.C([O-])(=O)C. The catalyst is C1(C)C=CC=CC=1. The product is [CH3:1][O:2][C:3]([C:5]1[S:6][C:7]([C:11]2[CH:16]=[CH:15][CH:14]=[CH:13][CH:12]=2)=[CH:8][C:9]=1[NH:19][N:18]([CH3:20])[CH3:17])=[O:4]. The yield is 0.750. (3) The reactants are [Li+].[OH-].C[O:4][C:5](=[O:46])[CH:6]([N:18]1[CH2:23][CH2:22][N:21]([C:24](=[O:42])[CH:25]([NH:34][C:35]([O:37][C:38]([CH3:41])([CH3:40])[CH3:39])=[O:36])[CH2:26][C:27]2[CH:32]=[CH:31][C:30]([F:33])=[CH:29][CH:28]=2)[CH:20]([CH2:43][O:44][CH3:45])[CH2:19]1)[CH2:7][C:8]1[CH:17]=[CH:16][C:15]2[C:10](=[CH:11][CH:12]=[CH:13][CH:14]=2)[CH:9]=1.Cl. The catalyst is C1COCC1.O. The product is [C:38]([O:37][C:35]([NH:34][CH:25]([CH2:26][C:27]1[CH:32]=[CH:31][C:30]([F:33])=[CH:29][CH:28]=1)[C:24]([N:21]1[CH2:22][CH2:23][N:18]([CH:6]([CH2:7][C:8]2[CH:17]=[CH:16][C:15]3[C:10](=[CH:11][CH:12]=[CH:13][CH:14]=3)[CH:9]=2)[C:5]([OH:46])=[O:4])[CH2:19][CH:20]1[CH2:43][O:44][CH3:45])=[O:42])=[O:36])([CH3:41])([CH3:39])[CH3:40]. The yield is 1.00. (4) The reactants are [CH2:1]([N:8]1[CH2:13][CH2:12][N:11]([C:14](OC(C)(C)C)=O)[CH:10]([C:21](OC)=[O:22])[CH2:9]1)[C:2]1[CH:7]=[CH:6][CH:5]=[CH:4][CH:3]=1.[H-].[Al+3].[Li+].[H-].[H-].[H-]. The catalyst is O1CCCC1. The product is [CH2:1]([N:8]1[CH2:13][CH2:12][N:11]([CH3:14])[CH:10]([CH2:21][OH:22])[CH2:9]1)[C:2]1[CH:3]=[CH:4][CH:5]=[CH:6][CH:7]=1. The yield is 0.910. (5) The reactants are [CH3:1][O:2][C:3]1[CH:4]=[C:5]([C:11]([CH:13]([OH:16])[CH:14]=[CH2:15])=[CH2:12])[CH:6]=[CH:7][C:8]=1[O:9][CH3:10]. The catalyst is O=[Mn]=O. The product is [CH3:1][O:2][C:3]1[CH:4]=[C:5]([C:11]([C:13](=[O:16])[CH:14]=[CH2:15])=[CH2:12])[CH:6]=[CH:7][C:8]=1[O:9][CH3:10]. The yield is 0.560. (6) The reactants are [CH:1]([C:4]1[CH:5]=[C:6]([NH:10][C:11]([C:13]2[CH:14]=[C:15]([N:19]3[CH2:28][C:27]4[CH:26]=[N:25][CH:24]=[C:23]([C:29]([OH:31])=O)[C:22]=4[CH2:21][CH2:20]3)[CH:16]=[CH:17][CH:18]=2)=[O:12])[CH:7]=[CH:8][CH:9]=1)([CH3:3])[CH3:2].C(N(CC)C(C)C)(C)C.CCCP(=O)=O.Cl.[CH3:48][O:49][C:50](=[O:53])[CH2:51][NH2:52]. The catalyst is CN(C1C=CN=CC=1)C.ClCCCl. The product is [CH:1]([C:4]1[CH:5]=[C:6]([NH:10][C:11]([C:13]2[CH:14]=[C:15]([N:19]3[CH2:28][C:27]4[CH:26]=[N:25][CH:24]=[C:23]([C:29]([NH:52][CH2:51][C:50]([O:49][CH3:48])=[O:53])=[O:31])[C:22]=4[CH2:21][CH2:20]3)[CH:16]=[CH:17][CH:18]=2)=[O:12])[CH:7]=[CH:8][CH:9]=1)([CH3:2])[CH3:3]. The yield is 0.640. (7) The reactants are [OH:1][CH2:2][CH:3]1[NH:8][CH2:7][CH2:6][N:5]([C:9]([O:11][C:12]([CH3:15])([CH3:14])[CH3:13])=[O:10])[CH2:4]1.[Cl:16][C:17]1[CH:18]=[C:19]([N:24]=[C:25]=[O:26])[CH:20]=[CH:21][C:22]=1[Cl:23]. The catalyst is O1CCCC1. The product is [Cl:16][C:17]1[CH:18]=[C:19]([NH:24][C:25]([N:8]2[CH2:7][CH2:6][N:5]([C:9]([O:11][C:12]([CH3:15])([CH3:14])[CH3:13])=[O:10])[CH2:4][CH:3]2[CH2:2][OH:1])=[O:26])[CH:20]=[CH:21][C:22]=1[Cl:23]. The yield is 0.658. (8) The reactants are [F:1][C:2]1[CH:3]=[C:4]2[C:8](=[CH:9][CH:10]=1)[NH:7][C:6]([CH2:11][CH2:12][CH3:13])=[CH:5]2.[H-].[Na+].Cl[CH2:17][C:18]1[CH:37]=[CH:36][C:21]([CH2:22][O:23][C:24]2[CH:29]=[CH:28][C:27]([CH2:30][CH2:31][C:32]([O:34]C)=[O:33])=[CH:26][CH:25]=2)=[CH:20][CH:19]=1.[I-].[Na+].[OH-].[Na+]. The catalyst is CN(C)C=O.C(OCC)(=O)C.O1CCCC1.CO. The product is [F:1][C:2]1[CH:3]=[C:4]2[C:8](=[CH:9][CH:10]=1)[N:7]([CH2:17][C:18]1[CH:37]=[CH:36][C:21]([CH2:22][O:23][C:24]3[CH:29]=[CH:28][C:27]([CH2:30][CH2:31][C:32]([OH:34])=[O:33])=[CH:26][CH:25]=3)=[CH:20][CH:19]=1)[C:6]([CH2:11][CH2:12][CH3:13])=[CH:5]2. The yield is 0.310. (9) The reactants are [CH3:1][CH:2]1[N:7]([CH3:8])[CH2:6][CH2:5][N:4]([C:9]2[CH:18]=[CH:17][C:12]([C:13]([O:15]C)=O)=[CH:11][CH:10]=2)[CH2:3]1.[NH2:19][C:20]1[N:24](C(OC(C)(C)C)=O)[N:23]=[C:22]([CH2:32][CH2:33][C:34]2[CH:39]=[C:38]([O:40][CH3:41])[CH:37]=[C:36]([O:42][CH3:43])[CH:35]=2)[CH:21]=1.C[Si]([N-][Si](C)(C)C)(C)C.[Na+]. The catalyst is C1COCC1. The product is [CH3:41][O:40][C:38]1[CH:39]=[C:34]([CH2:33][CH2:32][C:22]2[NH:23][N:24]=[C:20]([NH:19][C:13](=[O:15])[C:12]3[CH:11]=[CH:10][C:9]([N:4]4[CH2:5][CH2:6][N:7]([CH3:8])[CH:2]([CH3:1])[CH2:3]4)=[CH:18][CH:17]=3)[CH:21]=2)[CH:35]=[C:36]([O:42][CH3:43])[CH:37]=1. The yield is 0.190.